Dataset: Forward reaction prediction with 1.9M reactions from USPTO patents (1976-2016). Task: Predict the product of the given reaction. (1) The product is: [OH:1][CH:2]1[CH2:3][CH2:4][N:5]([C:8]([C:10]2[CH:11]=[CH:12][C:13]([C:32]3[CH:33]=[CH:34][C:35]4[N:36]([C:38]([C:41]5[CH:42]=[CH:43][C:44]([C:45]#[N:46])=[CH:47][CH:48]=5)=[CH:39][N:40]=4)[N:37]=3)=[CH:14][CH:15]=2)=[O:9])[CH2:6][CH2:7]1. Given the reactants [OH:1][CH:2]1[CH2:7][CH2:6][N:5]([C:8]([C:10]2[CH:15]=[CH:14][C:13](B3OC(C)(C)C(C)(C)O3)=[CH:12][CH:11]=2)=[O:9])[CH2:4][CH2:3]1.C([O-])([O-])=O.[K+].[K+].Cl[C:32]1[CH:33]=[CH:34][C:35]2[N:36]([C:38]([C:41]3[CH:48]=[CH:47][C:44]([C:45]#[N:46])=[CH:43][CH:42]=3)=[CH:39][N:40]=2)[N:37]=1, predict the reaction product. (2) The product is: [C:1]([O:5][C:6]([N:8]1[CH2:9][CH2:10][N:11]([C:14]2[N:19]=[CH:18][C:17]([NH2:20])=[CH:16][N:15]=2)[CH2:12][CH2:13]1)=[O:7])([CH3:4])([CH3:2])[CH3:3]. Given the reactants [C:1]([O:5][C:6]([N:8]1[CH2:13][CH2:12][N:11]([C:14]2[N:19]=[CH:18][C:17]([N+:20]([O-])=O)=[CH:16][N:15]=2)[CH2:10][CH2:9]1)=[O:7])([CH3:4])([CH3:3])[CH3:2], predict the reaction product. (3) Given the reactants [OH:1][C:2]1[CH:11]=[CH:10][CH:9]=[CH:8][C:3]=1[C:4]([O:6][CH3:7])=[O:5].Br[CH2:13][C:14]#[CH:15].C([O-])([O-])=O.[K+].[K+], predict the reaction product. The product is: [CH2:15]([O:1][C:2]1[CH:11]=[CH:10][CH:9]=[CH:8][C:3]=1[C:4]([O:6][CH3:7])=[O:5])[C:14]#[CH:13]. (4) Given the reactants [NH2:1][C:2]1[N:11]=[CH:10][C:9]2[CH2:8][CH2:7][C:6]3[C:12]([C:16]([NH2:18])=[O:17])=[N:13][N:14]([CH3:15])[C:5]=3[C:4]=2[N:3]=1.[CH3:19][O:20][C:21]1[CH:28]=[CH:27][C:24]([CH:25]=O)=[CH:23][CH:22]=1.C([BH3-])#N.[Na+].C(=O)([O-])[O-].[Na+].[Na+], predict the reaction product. The product is: [CH3:19][O:20][C:21]1[CH:28]=[CH:27][C:24]([CH2:25][NH:1][C:2]2[N:11]=[CH:10][C:9]3[CH2:8][CH2:7][C:6]4[C:12]([C:16]([NH2:18])=[O:17])=[N:13][N:14]([CH3:15])[C:5]=4[C:4]=3[N:3]=2)=[CH:23][CH:22]=1. (5) The product is: [OH:14][C:13]1[C:12]([CH3:11])=[C:18]([OH:19])[CH:17]=[CH:16][C:15]=1[C:8](=[O:9])[CH2:7][C:1]1[CH:6]=[CH:5][CH:4]=[CH:3][CH:2]=1. Given the reactants [C:1]1([CH2:7][C:8](Cl)=[O:9])[CH:6]=[CH:5][CH:4]=[CH:3][CH:2]=1.[CH3:11][C:12]1[C:18]([OH:19])=[CH:17][CH:16]=[CH:15][C:13]=1[OH:14].[Cl-].[Cl-].[Cl-].[Al+3], predict the reaction product. (6) Given the reactants [Cl:1][C:2]1[CH:28]=[C:27]([Cl:29])[CH:26]=[CH:25][C:3]=1[CH2:4][N:5]1[C:9]2[CH:10]=[C:11](B3OC(C)(C)C(C)(C)O3)[CH:12]=[C:13]([CH3:14])[C:8]=2[N:7]=[C:6]1[CH3:24].Cl[C:31]1[CH:32]=[C:33]([CH:38]=[CH:39][N:40]=1)[C:34]([O:36][CH3:37])=[O:35], predict the reaction product. The product is: [Cl:1][C:2]1[CH:28]=[C:27]([Cl:29])[CH:26]=[CH:25][C:3]=1[CH2:4][N:5]1[C:9]2[CH:10]=[C:11]([C:31]3[CH:32]=[C:33]([CH:38]=[CH:39][N:40]=3)[C:34]([O:36][CH3:37])=[O:35])[CH:12]=[C:13]([CH3:14])[C:8]=2[N:7]=[C:6]1[CH3:24]. (7) Given the reactants [C:1]([C:3]1[CH:4]=[CH:5][C:6]([CH:12]2[C:17]3[C:18](=[O:21])[CH2:19][CH2:20][C:16]=3[N:15]([C:22]3[CH:27]=[CH:26]C=[C:24]([C:28]([F:31])([F:30])[F:29])[CH:23]=3)[C:14](=[O:32])[N:13]2[CH3:33])=[C:7]([CH:11]=1)[C:8]([OH:10])=O)#[N:2].C([N:36](CC)CC)C.F[B-](F)(F)F.C[N+](C)=C(N(C)C)ON1C2C=CC=CC=2N=N1.[CH:63]([NH:65][NH2:66])=[O:64], predict the reaction product. The product is: [CH:63]([N:65]([C:8](=[O:10])[C:7]1[CH:11]=[C:3]([C:1]#[N:2])[CH:4]=[CH:5][C:6]=1[CH:12]1[C:17]2[C:18](=[O:21])[CH2:19][CH2:20][C:16]=2[N:15]([C:22]2[CH:27]=[CH:26][N:36]=[C:24]([C:28]([F:30])([F:31])[F:29])[CH:23]=2)[C:14](=[O:32])[N:13]1[CH3:33])[NH2:66])=[O:64]. (8) The product is: [CH3:50][N:22]([CH3:21])[CH2:23][CH2:24][CH2:25][NH:26][S:27]([C:30]1[CH:31]=[CH:32][C:33]([NH:36][C:37]2[N:42]=[C:41]([C:43]3[CH:48]=[CH:47][C:46]([O:20][CH2:19][CH2:18][C:14]4[S:13][CH:17]=[CH:16][CH:15]=4)=[CH:45][CH:44]=3)[CH:40]=[CH:39][N:38]=2)=[CH:34][CH:35]=1)(=[O:29])=[O:28]. Given the reactants CCOC(/N=N/C(OCC)=O)=O.[S:13]1[CH:17]=[CH:16][CH:15]=[C:14]1[CH2:18][CH2:19][OH:20].[CH3:21][N:22]([CH3:50])[CH2:23][CH2:24][CH2:25][NH:26][S:27]([C:30]1[CH:35]=[CH:34][C:33]([NH:36][C:37]2[N:42]=[C:41]([C:43]3[CH:48]=[CH:47][C:46](O)=[CH:45][CH:44]=3)[CH:40]=[CH:39][N:38]=2)=[CH:32][CH:31]=1)(=[O:29])=[O:28].C1(P(C2C=CC=CC=2)C2C=CC=CC=2)C=CC=CC=1, predict the reaction product. (9) The product is: [CH3:22][C:19]([CH3:23])([O:1][C:2]1[CH:3]=[CH:4][C:5]2[C:6](=[O:17])[C:7]3[C:12]([O:13][C:14]=2[C:15]=1[O:16][C:29]([CH3:30])([CH3:35])[C:28]#[CH:27])=[CH:11][CH:10]=[CH:9][CH:8]=3)[C:20]#[CH:21]. Given the reactants [OH:1][C:2]1[CH:3]=[CH:4][C:5]2[C:6](=[O:17])[C:7]3[C:12]([O:13][C:14]=2[C:15]=1[OH:16])=[CH:11][CH:10]=[CH:9][CH:8]=3.Cl[C:19]([CH3:23])([CH3:22])[C:20]#[CH:21].N12CCCN=[C:30]1[CH2:29][CH2:28][CH2:27]CC2.[C:35](#N)C, predict the reaction product.